The task is: Predict which catalyst facilitates the given reaction.. This data is from Catalyst prediction with 721,799 reactions and 888 catalyst types from USPTO. (1) Reactant: [Cl:1][C:2]1[CH:18]=[CH:17][C:5]([C:6]([C:8]2[CH:16]=[CH:15][CH:14]=[CH:13][C:9]=2[C:10]([OH:12])=O)=[O:7])=[CH:4][CH:3]=1.S(Cl)(Cl)=O.[Cl:23][C:24]1[CH:32]=[CH:31][C:27]([C@@H:28]([NH2:30])[CH3:29])=[CH:26][CH:25]=1.CCN(C(C)C)C(C)C. Product: [Cl:1][C:2]1[CH:3]=[CH:4][C:5]([C:6]2([OH:7])[C:8]3[C:9](=[CH:13][CH:14]=[CH:15][CH:16]=3)[C:10](=[O:12])[N:30]2[CH:28]([C:27]2[CH:31]=[CH:32][C:24]([Cl:23])=[CH:25][CH:26]=2)[CH3:29])=[CH:17][CH:18]=1. The catalyst class is: 118. (2) Reactant: [NH:1]1[CH2:6][CH2:5][CH:4]([CH2:7][OH:8])[CH2:3][CH2:2]1.Cl[CH2:10][CH2:11][CH2:12][O:13][C:14]1[CH:23]=[C:22]2[C:17]([C:18]([NH:24][C:25]3[NH:29][N:28]=[C:27]([CH2:30][C:31]([NH:33][C:34]4[CH:39]=[CH:38][CH:37]=[C:36]([F:40])[CH:35]=4)=[O:32])[CH:26]=3)=[N:19][CH:20]=[N:21]2)=[CH:16][C:15]=1[O:41][CH3:42]. Product: [F:40][C:36]1[CH:35]=[C:34]([NH:33][C:31](=[O:32])[CH2:30][C:27]2[NH:28][N:29]=[C:25]([NH:24][C:18]3[C:17]4[C:22](=[CH:23][C:14]([O:13][CH2:12][CH2:11][CH2:10][N:1]5[CH2:6][CH2:5][CH:4]([CH2:7][OH:8])[CH2:3][CH2:2]5)=[C:15]([O:41][CH3:42])[CH:16]=4)[N:21]=[CH:20][N:19]=3)[CH:26]=2)[CH:39]=[CH:38][CH:37]=1. The catalyst class is: 44. (3) Reactant: [C:1]([OH:12])(=[O:11])[C:2]1[CH:10]=[CH:9][CH:8]=[C:4]([C:5]([NH2:7])=[O:6])[CH:3]=1.Br[CH2:14][C:15]([C:17]1[CH:22]=[CH:21][C:20]([N:23]2[CH2:27][CH2:26][CH2:25][CH2:24]2)=[CH:19][CH:18]=1)=O. Product: [N:23]1([C:20]2[CH:21]=[CH:22][C:17]([C:15]3[N:7]=[C:5]([C:4]4[CH:3]=[C:2]([CH:10]=[CH:9][CH:8]=4)[C:1]([OH:12])=[O:11])[O:6][CH:14]=3)=[CH:18][CH:19]=2)[CH2:24][CH2:25][CH2:26][CH2:27]1. The catalyst class is: 3. (4) Reactant: [NH2:1][C:2]1[CH:7]=[CH:6][C:5]([OH:8])=[CH:4][CH:3]=1.[CH3:9][C:10]([O:13][C:14](O[C:14]([O:13][C:10]([CH3:12])([CH3:11])[CH3:9])=[O:15])=[O:15])([CH3:12])[CH3:11]. Product: [OH:8][C:5]1[CH:6]=[CH:7][C:2]([NH:1][C:14](=[O:15])[O:13][C:10]([CH3:12])([CH3:11])[CH3:9])=[CH:3][CH:4]=1. The catalyst class is: 1.